From a dataset of Forward reaction prediction with 1.9M reactions from USPTO patents (1976-2016). Predict the product of the given reaction. (1) Given the reactants [CH3:1][C:2]1[CH:7]=[CH:6][NH:5][C:4](=[O:8])[N:3]=1.F[P-](F)(F)(F)(F)F.[N:16]1(O[P+](N(C)C)(N(C)C)N(C)C)[C:20]2[CH:21]=[CH:22][CH:23]=[CH:24][C:19]=2[N:18]=[N:17]1.C1CCN2C(=NCCC2)CC1, predict the reaction product. The product is: [CH3:1][C:2]1[CH:7]=[CH:6][N:5]=[C:4]([O:8][N:16]2[C:20]3[CH:21]=[CH:22][CH:23]=[CH:24][C:19]=3[N:18]=[N:17]2)[N:3]=1. (2) Given the reactants C(NC(C)C)(C)C.C([Li])CCC.[Br:13][C:14]1[CH:19]=[CH:18][CH:17]=[C:16]([F:20])[CH:15]=1.CN(C)[CH:23]=[O:24], predict the reaction product. The product is: [Br:13][C:14]1[CH:19]=[CH:18][CH:17]=[C:16]([F:20])[C:15]=1[CH:23]=[O:24]. (3) Given the reactants [C:1]([NH:6][CH2:7][C:8]1[CH:16]=[CH:15][C:11]([C:12]([OH:14])=O)=[CH:10][CH:9]=1)(=[O:5])[CH:2]([CH3:4])[CH3:3].Cl.[CH2:18]([O:20][CH2:21][C@@H:22]1[CH2:27][CH2:26][CH2:25][N:24]([CH2:28][C@H:29]2[CH2:34][CH2:33][CH2:32][CH2:31][C@@H:30]2[NH2:35])[CH2:23]1)[CH3:19].CN(C(ON1N=NC2C=CC=NC1=2)=[N+](C)C)C.F[P-](F)(F)(F)(F)F.C(N(C(C)C)CC)(C)C, predict the reaction product. The product is: [CH2:18]([O:20][CH2:21][C@@H:22]1[CH2:27][CH2:26][CH2:25][N:24]([CH2:28][C@H:29]2[CH2:34][CH2:33][CH2:32][CH2:31][C@@H:30]2[NH:35][C:12](=[O:14])[C:11]2[CH:10]=[CH:9][C:8]([CH2:7][NH:6][C:1](=[O:5])[CH:2]([CH3:3])[CH3:4])=[CH:16][CH:15]=2)[CH2:23]1)[CH3:19].